Dataset: Peptide-MHC class II binding affinity with 134,281 pairs from IEDB. Task: Regression. Given a peptide amino acid sequence and an MHC pseudo amino acid sequence, predict their binding affinity value. This is MHC class II binding data. (1) The binding affinity (normalized) is 0.756. The MHC is DRB1_1101 with pseudo-sequence DRB1_1101. The peptide sequence is KKDQVVMTSLALVGAALK. (2) The peptide sequence is YQNPTTYISVGTSTLNQ. The MHC is DRB1_1101 with pseudo-sequence DRB1_1101. The binding affinity (normalized) is 0.252. (3) The peptide sequence is IVDVMCHATLTHRLMSPH. The MHC is DRB3_0101 with pseudo-sequence DRB3_0101. The binding affinity (normalized) is 0. (4) The peptide sequence is MSGPMQQLTQPLQQV. The MHC is HLA-DPA10301-DPB10402 with pseudo-sequence HLA-DPA10301-DPB10402. The binding affinity (normalized) is 0.501. (5) The peptide sequence is IEKVDAAFKVAATAANAAPA. The MHC is DRB5_0101 with pseudo-sequence DRB5_0101. The binding affinity (normalized) is 0.832. (6) The MHC is DRB1_0101 with pseudo-sequence DRB1_0101. The peptide sequence is NYCVSLFNRGKLKVS. The binding affinity (normalized) is 0.704.